From a dataset of Reaction yield outcomes from USPTO patents with 853,638 reactions. Predict the reaction yield, written as a fraction of the theoretical maximum amount of product (1.0 means a 100% yield; for example, 0.34 means a 34% yield). (1) The reactants are [C:1]([O:5][C:6]([N:8]1[CH2:14][CH2:13][C:12]2[CH:15]=[CH:16][CH:17]=[CH:18][C:11]=2[CH:10](C(O)=O)[CH2:9]1)=[O:7])([CH3:4])([CH3:3])[CH3:2].B.[O:23]1CCC[CH2:24]1.C(=O)(O)[O-].[Na+]. No catalyst specified. The product is [OH:23][CH2:24][C:16]1[CH:17]=[CH:18][C:11]2[CH2:10][CH2:9][N:8]([C:6]([O:5][C:1]([CH3:4])([CH3:3])[CH3:2])=[O:7])[CH2:14][CH2:13][C:12]=2[CH:15]=1. The yield is 0.980. (2) The reactants are C([NH:8][C:9]1[CH:14]=[CH:13][C:12]([N+:15]([O-])=O)=[CH:11][C:10]=1[S:18]([NH2:21])(=[O:20])=[O:19])C1C=CC=CC=1.O. The catalyst is [Pd].CO. The product is [NH2:8][C:9]1[CH:14]=[CH:13][C:12]([NH2:15])=[CH:11][C:10]=1[S:18]([NH2:21])(=[O:19])=[O:20]. The yield is 0.936. (3) The reactants are [CH2:1]([NH:8][CH2:9][C:10]1[CH:15]=[CH:14][CH:13]=[CH:12][CH:11]=1)[C:2]1[CH:7]=[CH:6][CH:5]=[CH:4][CH:3]=1.C1(N(CCCC)C2CCCCC2)CCCCC1.[O:33]=CCCCC(OC)=O.[C:42]([O:45][CH2:46][CH2:47][CH2:48][CH:49](N(C1CCCCC1)C1CCCCC1)[CH:50]([O:53][CH3:54])[O:51][CH3:52])(=O)C. No catalyst specified. The product is [CH2:9]([N:8]([CH2:1][C:2]1[CH:7]=[CH:6][CH:5]=[CH:4][CH:3]=1)[CH:49]([CH:50]([O:53][CH3:54])[O:51][CH3:52])[CH2:48][CH2:47][C:46]([O:45][CH3:42])=[O:33])[C:10]1[CH:15]=[CH:14][CH:13]=[CH:12][CH:11]=1. The yield is 0.670. (4) The product is [Cl:1][C:2]1[CH:7]=[C:6]([Cl:8])[CH:5]=[CH:4][C:3]=1[C:9]1[N:10]([C:20]2[CH:21]=[CH:22][C:23]([O:26][CH2:30][CH2:29][C:28]([F:33])([F:32])[F:27])=[CH:24][CH:25]=2)[C:11]([CH3:19])=[C:12]([C:14]([O:16][CH2:17][CH3:18])=[O:15])[N:13]=1. The yield is 0.680. The reactants are [Cl:1][C:2]1[CH:7]=[C:6]([Cl:8])[CH:5]=[CH:4][C:3]=1[C:9]1[N:10]([C:20]2[CH:25]=[CH:24][C:23]([OH:26])=[CH:22][CH:21]=2)[C:11]([CH3:19])=[C:12]([C:14]([O:16][CH2:17][CH3:18])=[O:15])[N:13]=1.[F:27][C:28]([F:33])([F:32])[CH2:29][CH2:30]O.C1(P(C2C=CC=CC=2)C2C=CC=CC=2)C=CC=CC=1.CCOC(/N=N/C(OCC)=O)=O.N(C(OC(C)(C)C)=O)=NC(OC(C)(C)C)=O. The catalyst is C1COCC1.C1(C)C=CC=CC=1. (5) The reactants are [CH3:1][O:2][C:3]1[CH:18]=[C:17]2[C:6]([CH2:7][CH2:8][C:9]3([O:16]2)[CH2:14][CH2:13][N:12]([CH3:15])[CH2:11][CH2:10]3)=[CH:5][C:4]=1[NH2:19].CS([C:23]1[N:28]=[CH:27][C:26]2=[CH:29][CH:30]=[C:31]([C:32]3[CH:37]=[CH:36][CH:35]=[CH:34][C:33]=3[O:38][CH3:39])[N:25]2[N:24]=1)=O. The yield is 0.130. No catalyst specified. The product is [CH3:1][O:2][C:3]1[CH:18]=[C:17]2[C:6]([CH2:7][CH2:8][C:9]3([O:16]2)[CH2:10][CH2:11][N:12]([CH3:15])[CH2:13][CH2:14]3)=[CH:5][C:4]=1[NH:19][C:23]1[N:28]=[CH:27][C:26]2=[CH:29][CH:30]=[C:31]([C:32]3[CH:37]=[CH:36][CH:35]=[CH:34][C:33]=3[O:38][CH3:39])[N:25]2[N:24]=1. (6) The reactants are [CH3:1][N:2]1[CH2:7][CH2:6][N:5]([C:8]2[CH:13]=[CH:12][C:11]([N+:14]([O-])=O)=[C:10]([C:17]3[S:18][CH:19]=[CH:20][C:21]=3[CH3:22])[CH:9]=2)[CH2:4][CH2:3]1. The catalyst is CO.[Pd]. The product is [CH3:1][N:2]1[CH2:3][CH2:4][N:5]([C:8]2[CH:13]=[CH:12][C:11]([NH2:14])=[C:10]([C:17]3[S:18][CH:19]=[CH:20][C:21]=3[CH3:22])[CH:9]=2)[CH2:6][CH2:7]1. The yield is 0.720.